From a dataset of Catalyst prediction with 721,799 reactions and 888 catalyst types from USPTO. Predict which catalyst facilitates the given reaction. (1) Reactant: [Cl:1][C:2]1[CH:3]=[N:4][C:5]2[C:6](=O)[CH2:7][CH2:8][C:9]=2[CH:10]=1.[NH2:12][C:13]1[CH:14]=[CH:15][C:16]([F:30])=[C:17]([C@:19]2([CH3:29])[C:25]([F:27])([F:26])[CH2:24][O:23][CH2:22][C:21](=[O:28])[NH:20]2)[CH:18]=1.[B][B][B][B][B][B][B][B][B][B].C([O-])(O)=O.[Na+]. Product: [Cl:1][C:2]1[CH:10]=[C:9]2[CH2:8][CH2:7][CH:6]([NH:12][C:13]3[CH:14]=[CH:15][C:16]([F:30])=[C:17]([C@:19]4([CH3:29])[C:25]([F:26])([F:27])[CH2:24][O:23][CH2:22][C:21](=[O:28])[NH:20]4)[CH:18]=3)[C:5]2=[N:4][CH:3]=1. The catalyst class is: 138. (2) Reactant: [Si:1]([O:8][CH:9]1[CH2:14][CH2:13][CH2:12][CH:11]([C:15]([O:17][CH2:18][CH3:19])=[O:16])[CH2:10]1)([C:4]([CH3:7])([CH3:6])[CH3:5])([CH3:3])[CH3:2].[Li+].[CH3:21]C([N-]C(C)C)C.IC. Product: [Si:1]([O:8][CH:9]1[CH2:14][CH2:13][CH2:12][C:11]([CH3:21])([C:15]([O:17][CH2:18][CH3:19])=[O:16])[CH2:10]1)([C:4]([CH3:7])([CH3:6])[CH3:5])([CH3:3])[CH3:2]. The catalyst class is: 1. (3) Reactant: [F:1][C:2]([F:14])([F:13])[O:3][C:4]1[CH:12]=[CH:11][C:7]([C:8]([OH:10])=O)=[CH:6][CH:5]=1.CN(C(ON1N=N[C:25]2C=CC=N[C:24]1=2)=[N+](C)C)C.F[P-](F)(F)(F)(F)F.CCN(C(C)C)C(C)C.[NH2:48][C:49]([CH3:71])([CH2:52][O:53][C:54]1[CH:55]=[CH:56][C:57]2[CH2:61][O:60][B:59]([OH:62])[C:58]=2[C:63]=1OC1C=CC=CC=1)[C:50]#[N:51]. Product: [C:50]([C:49]([NH:48][C:8](=[O:10])[C:7]1[CH:6]=[CH:5][C:4]([O:3][C:2]([F:1])([F:14])[F:13])=[CH:12][CH:11]=1)([CH3:71])[CH2:52][O:53][C:54]1[CH:55]=[CH:56][C:57]2[CH2:61][O:60][B:59]([OH:62])[C:58]=2[C:63]=1[CH2:24][CH3:25])#[N:51]. The catalyst class is: 3.